This data is from NCI-60 drug combinations with 297,098 pairs across 59 cell lines. The task is: Regression. Given two drug SMILES strings and cell line genomic features, predict the synergy score measuring deviation from expected non-interaction effect. (1) Drug 1: CC1=CC=C(C=C1)C2=CC(=NN2C3=CC=C(C=C3)S(=O)(=O)N)C(F)(F)F. Drug 2: COCCOC1=C(C=C2C(=C1)C(=NC=N2)NC3=CC=CC(=C3)C#C)OCCOC.Cl. Cell line: MDA-MB-435. Synergy scores: CSS=-5.06, Synergy_ZIP=1.62, Synergy_Bliss=-2.22, Synergy_Loewe=-4.86, Synergy_HSA=-5.23. (2) Drug 1: C1CC(C1)(C(=O)O)C(=O)O.[NH2-].[NH2-].[Pt+2]. Cell line: OVCAR-4. Synergy scores: CSS=44.0, Synergy_ZIP=0.585, Synergy_Bliss=-0.122, Synergy_Loewe=-9.19, Synergy_HSA=1.43. Drug 2: CC1CCCC2(C(O2)CC(NC(=O)CC(C(C(=O)C(C1O)C)(C)C)O)C(=CC3=CSC(=N3)C)C)C. (3) Cell line: U251. Drug 2: C1=CC=C(C=C1)NC(=O)CCCCCCC(=O)NO. Synergy scores: CSS=8.25, Synergy_ZIP=1.53, Synergy_Bliss=6.13, Synergy_Loewe=-5.51, Synergy_HSA=3.21. Drug 1: C1CC(C1)(C(=O)O)C(=O)O.[NH2-].[NH2-].[Pt+2]. (4) Drug 1: C1=CC(=CC=C1CC(C(=O)O)N)N(CCCl)CCCl.Cl. Drug 2: CC(C)NC(=O)C1=CC=C(C=C1)CNNC.Cl. Cell line: UACC-257. Synergy scores: CSS=-2.41, Synergy_ZIP=2.23, Synergy_Bliss=3.22, Synergy_Loewe=-2.93, Synergy_HSA=-2.21. (5) Drug 1: C1CCC(CC1)NC(=O)N(CCCl)N=O. Drug 2: CCCCCOC(=O)NC1=NC(=O)N(C=C1F)C2C(C(C(O2)C)O)O. Cell line: 786-0. Synergy scores: CSS=30.6, Synergy_ZIP=9.71, Synergy_Bliss=7.67, Synergy_Loewe=-8.25, Synergy_HSA=7.67.